This data is from Full USPTO retrosynthesis dataset with 1.9M reactions from patents (1976-2016). The task is: Predict the reactants needed to synthesize the given product. (1) Given the product [CH3:18][O:17][N:16]([CH3:15])[C:11]([C:2]1[CH:3]=[CH:4][C:5]2[C:10](=[CH:9][CH:8]=[CH:7][CH:6]=2)[CH:1]=1)=[O:12], predict the reactants needed to synthesize it. The reactants are: [CH:1]1[C:10]2[C:5](=[CH:6][CH:7]=[CH:8][CH:9]=2)[CH:4]=[CH:3][C:2]=1[C:11](Cl)=[O:12].Cl.[CH3:15][NH:16][O:17][CH3:18].C(N(C(C)C)CC)(C)C. (2) The reactants are: [Cl:1][C:2]1[CH:3]=[CH:4][C:5]([N:10]2[CH2:14][CH2:13][CH2:12][C:11]2=[O:15])=[C:6]([CH:9]=1)[C:7]#[N:8].[BH4-].[Na+].[OH2:18].[CH3:19][OH:20]. Given the product [Cl:1][C:2]1[CH:3]=[CH:4][C:5]([N:10]2[CH2:14][CH2:13][CH2:12][C:11]2=[O:15])=[C:6]([CH:9]=1)[CH2:7][NH:8][C:19](=[O:20])[O:18][C:6]([CH3:9])([CH3:7])[CH3:5], predict the reactants needed to synthesize it. (3) Given the product [F:18][C:19]1[CH:20]=[C:21]([CH:24]=[CH:25][C:26]=1[F:27])[CH2:22][N:12]1[C:13]([CH3:17])([CH3:16])[C:14](=[O:15])[N:11]1[CH:2]1[CH:3]2[CH2:4][CH:5]3[CH2:6][CH:7]([CH2:8][CH:1]1[CH2:10]3)[CH2:9]2, predict the reactants needed to synthesize it. The reactants are: [CH:1]12[CH2:10][CH:5]3[CH2:6][CH:7]([CH2:9][CH:3]([CH2:4]3)[CH:2]1[N:11]1[C:14](=[O:15])[C:13]([CH3:17])([CH3:16])[NH:12]1)[CH2:8]2.[F:18][C:19]1[CH:20]=[C:21]([CH:24]=[CH:25][C:26]=1[F:27])[CH2:22]Br. (4) Given the product [Cl:1][C:2]1[CH:27]=[C:26]([Cl:28])[CH:25]=[CH:24][C:3]=1[O:4][C:5]1[CH:10]=[CH:9][CH:8]=[CH:7][C:6]=1[NH:11][S:12]([C:15]1[CH:23]=[CH:22][C:18]([C:19]([N:39]2[CH2:38][CH2:37][N:36]([CH2:35][CH2:34][N:29]3[CH2:30][CH2:31][CH2:32][CH2:33]3)[CH2:41][CH2:40]2)=[O:21])=[CH:17][CH:16]=1)(=[O:13])=[O:14], predict the reactants needed to synthesize it. The reactants are: [Cl:1][C:2]1[CH:27]=[C:26]([Cl:28])[CH:25]=[CH:24][C:3]=1[O:4][C:5]1[CH:10]=[CH:9][CH:8]=[CH:7][C:6]=1[NH:11][S:12]([C:15]1[CH:23]=[CH:22][C:18]([C:19]([OH:21])=O)=[CH:17][CH:16]=1)(=[O:14])=[O:13].[N:29]1([CH2:34][CH2:35][N:36]2[CH2:41][CH2:40][NH:39][CH2:38][CH2:37]2)[CH2:33][CH2:32][CH2:31][CH2:30]1. (5) Given the product [C:11]12([CH2:20][CH2:21][CH2:22][NH:8][CH2:9][CH2:10]1)[C:15]1[CH:16]=[CH:17][CH:18]=[CH:19][C:14]=1[CH2:13][O:12]2, predict the reactants needed to synthesize it. The reactants are: C([N:8]1[CH2:22][CH2:21][CH2:20][C:11]2([C:15]3[CH:16]=[CH:17][CH:18]=[CH:19][C:14]=3[CH2:13][O:12]2)[CH2:10][CH2:9]1)C1C=CC=CC=1.[H][H].